The task is: Predict the product of the given reaction.. This data is from Forward reaction prediction with 1.9M reactions from USPTO patents (1976-2016). (1) Given the reactants [C:1]([C:5]1[CH:10]=[CH:9][C:8]([OH:11])=[CH:7][CH:6]=1)([CH3:4])([CH3:3])[CH3:2].[C:12]([O:16][C:17](O[C:17]([O:16][C:12]([CH3:15])([CH3:14])[CH3:13])=[O:18])=[O:18])([CH3:15])([CH3:14])[CH3:13], predict the reaction product. The product is: [C:12]([O:16][C:17]([O:11][C:8]1[CH:7]=[CH:6][C:5]([C:1]([CH3:4])([CH3:2])[CH3:3])=[CH:10][CH:9]=1)=[O:18])([CH3:15])([CH3:14])[CH3:13]. (2) Given the reactants [Cl:1][C:2]1[CH:3]=[C:4]([OH:17])[CH:5]=[C:6]([O:15][CH3:16])[C:7]=1[CH2:8][N:9]1[CH2:14][CH2:13][CH2:12][CH2:11][CH2:10]1.N1C=CC=CC=1.[F:24][C:25]([F:31])([F:30])[S:26](Cl)(=[O:28])=[O:27], predict the reaction product. The product is: [Cl:1][C:2]1[CH:3]=[C:4]([O:17][S:26]([C:25]([F:31])([F:30])[F:24])(=[O:28])=[O:27])[CH:5]=[C:6]([O:15][CH3:16])[C:7]=1[CH2:8][N:9]1[CH2:10][CH2:11][CH2:12][CH2:13][CH2:14]1. (3) Given the reactants [N+:1]([C:4]1[CH:5]=[CH:6][C:7]2[O:12][C@:11]([CH:14]([O:17][CH3:18])[O:15][CH3:16])([CH3:13])[C@H:10]([OH:19])[C@@H:9]([N:20]3[C:24]4[CH:25]=[CH:26][CH:27]=[CH:28][C:23]=4[O:22][C:21]3=[S:29])[C:8]=2[CH:30]=1)([O-])=O.[H][H], predict the reaction product. The product is: [NH2:1][C:4]1[CH:5]=[CH:6][C:7]2[O:12][C@:11]([CH:14]([O:17][CH3:18])[O:15][CH3:16])([CH3:13])[C@H:10]([OH:19])[C@@H:9]([N:20]3[C:24]4[CH:25]=[CH:26][CH:27]=[CH:28][C:23]=4[O:22][C:21]3=[S:29])[C:8]=2[CH:30]=1. (4) Given the reactants [F:1][C:2]([F:35])([F:34])[C:3]1[CH:4]=[C:5]([C:13]([CH3:33])([CH3:32])[C:14]([N:16]([C:18]2[CH:19]=[N:20][C:21]([N:25]3[CH2:30][CH2:29][N:28]([CH3:31])[CH2:27][CH2:26]3)=[CH:22][C:23]=2[Cl:24])[CH3:17])=[O:15])[CH:6]=[C:7]([C:9]([F:12])([F:11])[F:10])[CH:8]=1.[C:36]1([CH3:42])[CH:41]=[CH:40][CH:39]=[CH:38][CH:37]=1.C(=O)([O-])[O-].[Na+].[Na+].C1(C)C=CC=CC=1OBO, predict the reaction product. The product is: [ClH:24].[ClH:24].[F:1][C:2]([F:35])([F:34])[C:3]1[CH:4]=[C:5]([C:13]([CH3:33])([CH3:32])[C:14]([N:16]([CH3:17])[C:18]2[CH:19]=[N:20][C:21]([N:25]3[CH2:30][CH2:29][N:28]([CH3:31])[CH2:27][CH2:26]3)=[CH:22][C:23]=2[C:37]2[CH:38]=[CH:39][CH:40]=[CH:41][C:36]=2[CH3:42])=[O:15])[CH:6]=[C:7]([C:9]([F:12])([F:11])[F:10])[CH:8]=1. (5) Given the reactants [C:1]([CH2:4][C:5]1[CH:10]=[CH:9][CH:8]=[CH:7][C:6]=1[CH2:11][C:12](O)=[O:13])(O)=[O:2].B.[H][H], predict the reaction product. The product is: [OH:2][CH2:1][CH2:4][C:5]1[CH:10]=[CH:9][CH:8]=[CH:7][C:6]=1[CH2:11][CH2:12][OH:13]. (6) Given the reactants [NH2:1][C:2]1[C:3]2[S:10][CH:9]=[C:8]([C:11]([NH:13][C:14]3[C:19]([Cl:20])=[C:18]([O:21][CH3:22])[CH:17]=[C:16]([O:23][CH3:24])[C:15]=3[Cl:25])=[O:12])[C:4]=2[N:5]=[CH:6][N:7]=1.[C:26](O)(=[O:28])[CH3:27], predict the reaction product. The product is: [C:26]([NH:1][C:2]1[C:3]2[S:10][CH:9]=[C:8]([C:11]([NH:13][C:14]3[C:19]([Cl:20])=[C:18]([O:21][CH3:22])[CH:17]=[C:16]([O:23][CH3:24])[C:15]=3[Cl:25])=[O:12])[C:4]=2[N:5]=[CH:6][N:7]=1)(=[O:28])[CH3:27]. (7) Given the reactants [Si:1]([O:8][CH:9]([C:12]1[CH:13]=[C:14]2[C:19](=[CH:20][CH:21]=1)[NH:18][C:17](=[O:22])[CH2:16][CH2:15]2)[CH2:10]Cl)([C:4]([CH3:7])([CH3:6])[CH3:5])([CH3:3])[CH3:2].C(N(CC)CC)C.[I-].[Na+].[OH:32][C:33]1([C:39]2[S:40][CH:41]=[CH:42][CH:43]=2)[CH2:38][CH2:37][NH:36][CH2:35][CH2:34]1.C(=O)([O-])O.[Na+], predict the reaction product. The product is: [Si:1]([O:8][CH:9]([C:12]1[CH:13]=[C:14]2[C:19](=[CH:20][CH:21]=1)[NH:18][C:17](=[O:22])[CH2:16][CH2:15]2)[CH2:10][N:36]1[CH2:37][CH2:38][C:33]([OH:32])([C:39]2[S:40][CH:41]=[CH:42][CH:43]=2)[CH2:34][CH2:35]1)([C:4]([CH3:7])([CH3:6])[CH3:5])([CH3:3])[CH3:2].